This data is from Reaction yield outcomes from USPTO patents with 853,638 reactions. The task is: Predict the reaction yield, written as a fraction of the theoretical maximum amount of product (1.0 means a 100% yield; for example, 0.34 means a 34% yield). (1) The reactants are [F:1][C:2]1[CH:7]=[CH:6][C:5]([C:8]2([CH2:15][O:16][CH2:17][C:18]3[N:23]=[C:22]([C:24]#[N:25])[CH:21]=[C:20]([C:26]([F:29])([F:28])[F:27])[CH:19]=3)[CH2:13][CH2:12][N:11]([CH3:14])[CH2:10][CH2:9]2)=[CH:4][CH:3]=1.[NH2:30]O.C([O:39][CH2:40]C)(OCC)OCC.B(F)(F)F.CCOCC. The catalyst is C(O)C. The product is [F:1][C:2]1[CH:7]=[CH:6][C:5]([C:8]2([CH2:15][O:16][CH2:17][C:18]3[N:23]=[C:22]([C:24]4[N:30]=[CH:40][O:39][N:25]=4)[CH:21]=[C:20]([C:26]([F:27])([F:29])[F:28])[CH:19]=3)[CH2:13][CH2:12][N:11]([CH3:14])[CH2:10][CH2:9]2)=[CH:4][CH:3]=1. The yield is 0.271. (2) The reactants are [N+:1]([C:4]1[CH:15]=[CH:14][C:7]([CH2:8][C:9]2[NH:13][N:12]=[CH:11][CH:10]=2)=[CH:6][CH:5]=1)([O-])=O. The catalyst is CO.[Pd]. The product is [NH:13]1[C:9]([CH2:8][C:7]2[CH:14]=[CH:15][C:4]([NH2:1])=[CH:5][CH:6]=2)=[CH:10][CH:11]=[N:12]1. The yield is 0.700. (3) The reactants are [C:1]([C:5]1[O:9][N:8]=[C:7]([NH:10][C:11]([NH:13][C:14]2[CH:19]=[CH:18][CH:17]=[C:16]([SH:20])[CH:15]=2)=[O:12])[CH:6]=1)([CH3:4])([CH3:3])[CH3:2].Cl[C:22]1[C:31]2[C:26](=[CH:27][C:28]([O:36][CH3:37])=[C:29]([O:32][CH2:33][CH2:34][Cl:35])[CH:30]=2)[N:25]=[CH:24][N:23]=1. No catalyst specified. The product is [C:1]([C:5]1[O:9][N:8]=[C:7]([NH:10][C:11]([NH:13][C:14]2[CH:19]=[CH:18][CH:17]=[C:16]([S:20][C:22]3[C:31]4[C:26](=[CH:27][C:28]([O:36][CH3:37])=[C:29]([O:32][CH2:33][CH2:34][Cl:35])[CH:30]=4)[N:25]=[CH:24][N:23]=3)[CH:15]=2)=[O:12])[CH:6]=1)([CH3:4])([CH3:2])[CH3:3]. The yield is 0.790. (4) The reactants are [C:1]([O:5][C:6](=[O:19])[NH:7][C@H:8]([C:12]1[CH:17]=[CH:16][CH:15]=[C:14]([F:18])[CH:13]=1)[CH2:9][CH:10]=O)([CH3:4])([CH3:3])[CH3:2].[CH2:20]([N:22]([CH:36]1[CH2:41][CH2:40][NH:39][CH2:38][CH2:37]1)[C:23](=[O:35])[CH2:24][C:25]1[CH:30]=[CH:29][C:28]([S:31]([CH3:34])(=[O:33])=[O:32])=[CH:27][CH:26]=1)[CH3:21].C(O[BH-](OC(=O)C)OC(=O)C)(=O)C.[Na+]. The catalyst is C(Cl)Cl.C(O)(=O)C. The product is [C:1]([O:5][C:6](=[O:19])[NH:7][C@H:8]([C:12]1[CH:17]=[CH:16][CH:15]=[C:14]([F:18])[CH:13]=1)[CH2:9][CH2:10][N:39]1[CH2:40][CH2:41][CH:36]([N:22]([CH2:20][CH3:21])[C:23](=[O:35])[CH2:24][C:25]2[CH:30]=[CH:29][C:28]([S:31]([CH3:34])(=[O:32])=[O:33])=[CH:27][CH:26]=2)[CH2:37][CH2:38]1)([CH3:4])([CH3:3])[CH3:2]. The yield is 0.550. (5) The reactants are [CH:1]([C:4]1[CH:8]=[C:7]([CH3:9])[N:6]([CH2:10][C:11]([O:13]CC)=[O:12])[N:5]=1)([CH3:3])[CH3:2].[Li+].[OH-].Cl. The catalyst is O. The product is [CH:1]([C:4]1[CH:8]=[C:7]([CH3:9])[N:6]([CH2:10][C:11]([OH:13])=[O:12])[N:5]=1)([CH3:3])[CH3:2]. The yield is 0.660. (6) The reactants are [NH2:1][CH2:2][CH2:3][CH:4]([N:6]1[CH2:11][CH2:10][CH:9]([N:12]2[C@H:16]([C:17]3[CH:22]=[CH:21][CH:20]=[CH:19][CH:18]=3)[CH2:15][O:14][C:13]2=[S:23])[CH2:8][CH2:7]1)[CH3:5].C([O-])([O-])=O.[K+].[K+]. No catalyst specified. The product is [NH2:1][CH2:2][CH2:3][C@@H:4]([N:6]1[CH2:11][CH2:10][CH:9]([N:12]2[C@H:16]([C:17]3[CH:22]=[CH:21][CH:20]=[CH:19][CH:18]=3)[CH2:15][O:14][C:13]2=[S:23])[CH2:8][CH2:7]1)[CH3:5]. The yield is 0.420. (7) The reactants are [C:1]([O:5][C:6]([NH:8][C:9]1[S:10][C:11]([C:14]([O:16]CC)=[O:15])=[CH:12][N:13]=1)=[O:7])([CH3:4])([CH3:3])[CH3:2].[OH-].[K+].Cl. The catalyst is CCO.O. The product is [C:1]([O:5][C:6]([NH:8][C:9]1[S:10][C:11]([C:14]([OH:16])=[O:15])=[CH:12][N:13]=1)=[O:7])([CH3:4])([CH3:2])[CH3:3]. The yield is 0.860. (8) The reactants are [Cl:1][CH2:2][C:3]1[CH:8]=[CH:7][CH:6]=[CH:5][C:4]=1[S:9][CH2:10][CH3:11].[OH:12]OS([O-])=O.[K+].[OH2:18]. The yield is 0.940. The catalyst is CO. The product is [Cl:1][CH2:2][C:3]1[CH:8]=[CH:7][CH:6]=[CH:5][C:4]=1[S:9]([CH2:10][CH3:11])(=[O:12])=[O:18]. (9) The reactants are Br[C:2]1[N:3]=[CH:4][C:5]2[N:6]([C:8]([C:11]3[CH:16]=[CH:15][C:14]([F:17])=[CH:13][CH:12]=3)=[CH:9][N:10]=2)[CH:7]=1.[F:18][C:19]1[CH:24]=[CH:23][C:22]([C:25]2[O:26][C:27]3[CH:37]=[C:36]([N:38]([CH3:43])[S:39]([CH3:42])(=[O:41])=[O:40])[C:35](B4OC(C)(C)C(C)(C)O4)=[CH:34][C:28]=3[C:29]=2[C:30]([NH:32][CH3:33])=[O:31])=[CH:21][CH:20]=1.[O-]P([O-])([O-])=O.[K+].[K+].[K+]. The catalyst is O1CCOCC1.C1C=CC(P(C2C=CC=CC=2)[C-]2C=CC=C2)=CC=1.C1C=CC(P(C2C=CC=CC=2)[C-]2C=CC=C2)=CC=1.Cl[Pd]Cl.[Fe+2]. The product is [F:18][C:19]1[CH:24]=[CH:23][C:22]([C:25]2[O:26][C:27]3[CH:37]=[C:36]([N:38]([CH3:43])[S:39]([CH3:42])(=[O:40])=[O:41])[C:35]([C:2]4[N:3]=[CH:4][C:5]5[N:6]([C:8]([C:11]6[CH:16]=[CH:15][C:14]([F:17])=[CH:13][CH:12]=6)=[CH:9][N:10]=5)[CH:7]=4)=[CH:34][C:28]=3[C:29]=2[C:30]([NH:32][CH3:33])=[O:31])=[CH:21][CH:20]=1. The yield is 0.180. (10) The reactants are Cl[C:2]1[C:7]([O:8][CH3:9])=[CH:6][CH:5]=[C:4]([Cl:10])[N:3]=1.C(OC([N:18]1[C:26]2[C:21](=[CH:22][CH:23]=[CH:24][CH:25]=2)[CH:20]=[C:19]1B(O)O)=O)(C)(C)C.[O-]P([O-])([O-])=O.[K+].[K+].[K+]. The catalyst is CN(C=O)C.CCOC(C)=O.C1C=CC(P(C2C=CC=CC=2)[C-]2C=CC=C2)=CC=1.C1C=CC(P(C2C=CC=CC=2)[C-]2C=CC=C2)=CC=1.Cl[Pd]Cl.[Fe+2]. The product is [Cl:10][C:4]1[N:3]=[C:2]([C:19]2[NH:18][C:26]3[C:21]([CH:20]=2)=[CH:22][CH:23]=[CH:24][CH:25]=3)[C:7]([O:8][CH3:9])=[CH:6][CH:5]=1. The yield is 0.698.